This data is from Forward reaction prediction with 1.9M reactions from USPTO patents (1976-2016). The task is: Predict the product of the given reaction. (1) The product is: [I:10][C:8]1[CH:9]=[C:5]([C:3]([O:20][CH2:13][C:14]2[CH:19]=[CH:18][CH:17]=[CH:16][CH:15]=2)=[O:4])[NH:6][CH:7]=1. Given the reactants ClC(Cl)(Cl)[C:3]([C:5]1[NH:6][CH:7]=[C:8]([I:10])[CH:9]=1)=[O:4].[CH2:13]([OH:20])[C:14]1[CH:19]=[CH:18][CH:17]=[CH:16][CH:15]=1.C(N(CC)CC)C, predict the reaction product. (2) Given the reactants [CH:1]1[C:9]2[C:8]3[CH2:10][CH2:11][CH2:12][CH2:13][CH2:14][CH2:15][C:7]=3[O:6][C:5]=2[CH:4]=[CH:3][C:2]=1[NH2:16].Cl.[C:18](Cl)(=[O:25])[C:19]1[CH:24]=[CH:23][N:22]=[CH:21][CH:20]=1, predict the reaction product. The product is: [CH:1]1[C:9]2[C:8]3[CH2:10][CH2:11][CH2:12][CH2:13][CH2:14][CH2:15][C:7]=3[O:6][C:5]=2[CH:4]=[CH:3][C:2]=1[NH:16][C:18](=[O:25])[C:19]1[CH:24]=[CH:23][N:22]=[CH:21][CH:20]=1.